From a dataset of Full USPTO retrosynthesis dataset with 1.9M reactions from patents (1976-2016). Predict the reactants needed to synthesize the given product. (1) Given the product [OH:34][CH2:33][C:32]([NH:31][S:28]([C:24]1[CH:23]=[C:22]([NH:21][C:18]([C:17]2[CH:16]=[N:15][N:11]3[C:12]([CH3:14])=[CH:13][C:8]([C:5]4[CH:4]=[CH:3][C:2]([Cl:1])=[CH:7][CH:6]=4)=[N:9][C:10]=23)=[O:20])[CH:27]=[CH:26][CH:25]=1)(=[O:30])=[O:29])([CH3:36])[CH3:35], predict the reactants needed to synthesize it. The reactants are: [Cl:1][C:2]1[CH:7]=[CH:6][C:5]([C:8]2[CH:13]=[C:12]([CH3:14])[N:11]3[N:15]=[CH:16][C:17]([C:18]([OH:20])=O)=[C:10]3[N:9]=2)=[CH:4][CH:3]=1.[NH2:21][C:22]1[CH:23]=[C:24]([S:28]([NH:31][C:32]([CH3:36])([CH3:35])[CH2:33][OH:34])(=[O:30])=[O:29])[CH:25]=[CH:26][CH:27]=1. (2) Given the product [N+:15]([C:5]1[CH:4]=[CH:3][C:2]([N:29]2[CH2:30][CH2:31][N:26]([C:24]([C:18]3[CH:19]=[CH:20][CH:21]=[CH:22][CH:23]=3)=[O:25])[CH2:27][CH2:28]2)=[CH:7][C:6]=1[NH:8][C:9]1[CH:14]=[CH:13][CH:12]=[CH:11][CH:10]=1)([O-:17])=[O:16], predict the reactants needed to synthesize it. The reactants are: Br[C:2]1[CH:3]=[CH:4][C:5]([N+:15]([O-:17])=[O:16])=[C:6]([NH:8][C:9]2[CH:14]=[CH:13][CH:12]=[CH:11][CH:10]=2)[CH:7]=1.[C:18]1([C:24]([N:26]2[CH2:31][CH2:30][NH:29][CH2:28][CH2:27]2)=[O:25])[CH:23]=[CH:22][CH:21]=[CH:20][CH:19]=1.O. (3) Given the product [C:1]([O:4][CH2:5][CH2:6][N:7]1[C:8]2[C:13]([CH3:14])=[C:12]([CH3:15])[N:11]=[C:10]([O:16][C:17]3[CH:18]=[CH:19][CH:20]=[CH:21][CH:22]=3)[C:9]=2[N:23]=[C:24]1[CH3:25])(=[O:3])[CH3:2], predict the reactants needed to synthesize it. The reactants are: [C:1]([O:4][CH2:5][CH2:6][NH:7][C:8]1[C:13]([CH3:14])=[C:12]([CH3:15])[N:11]=[C:10]([O:16][C:17]2[CH:22]=[CH:21][CH:20]=[CH:19][CH:18]=2)[C:9]=1[NH2:23])(=[O:3])[CH3:2].[C:24](OCC)(OCC)(OCC)[CH3:25]. (4) Given the product [C:10]1([C:6]2[CH:7]=[C:8]3[NH:9][CH2:17][CH2:18][N:19]3[C:4](=[O:16])[CH:5]=2)[CH:11]=[CH:12][CH:13]=[CH:14][CH:15]=1, predict the reactants needed to synthesize it. The reactants are: C(O[C:4](=[O:16])[CH2:5][C:6]([C:10]1[CH:15]=[CH:14][CH:13]=[CH:12][CH:11]=1)=[CH:7][C:8]#[N:9])C.[CH2:17](N)[CH2:18][NH2:19].